From a dataset of Peptide-MHC class I binding affinity with 185,985 pairs from IEDB/IMGT. Regression. Given a peptide amino acid sequence and an MHC pseudo amino acid sequence, predict their binding affinity value. This is MHC class I binding data. The peptide sequence is CFTSLVWAPLILA. The MHC is HLA-A02:02 with pseudo-sequence HLA-A02:02. The binding affinity (normalized) is 0.484.